This data is from NCI-60 drug combinations with 297,098 pairs across 59 cell lines. The task is: Regression. Given two drug SMILES strings and cell line genomic features, predict the synergy score measuring deviation from expected non-interaction effect. (1) Drug 1: CNC(=O)C1=CC=CC=C1SC2=CC3=C(C=C2)C(=NN3)C=CC4=CC=CC=N4. Drug 2: CC12CCC3C(C1CCC2OP(=O)(O)O)CCC4=C3C=CC(=C4)OC(=O)N(CCCl)CCCl.[Na+]. Cell line: HT29. Synergy scores: CSS=8.05, Synergy_ZIP=-0.0311, Synergy_Bliss=2.84, Synergy_Loewe=0.408, Synergy_HSA=1.43. (2) Drug 1: CC1=C2C(C(=O)C3(C(CC4C(C3C(C(C2(C)C)(CC1OC(=O)C(C(C5=CC=CC=C5)NC(=O)OC(C)(C)C)O)O)OC(=O)C6=CC=CC=C6)(CO4)OC(=O)C)OC)C)OC. Drug 2: C1=NC(=NC(=O)N1C2C(C(C(O2)CO)O)O)N. Cell line: SW-620. Synergy scores: CSS=38.3, Synergy_ZIP=-0.222, Synergy_Bliss=-1.55, Synergy_Loewe=-14.5, Synergy_HSA=0.497. (3) Drug 1: CS(=O)(=O)C1=CC(=C(C=C1)C(=O)NC2=CC(=C(C=C2)Cl)C3=CC=CC=N3)Cl. Cell line: 786-0. Drug 2: CC1CCC2CC(C(=CC=CC=CC(CC(C(=O)C(C(C(=CC(C(=O)CC(OC(=O)C3CCCCN3C(=O)C(=O)C1(O2)O)C(C)CC4CCC(C(C4)OC)OCCO)C)C)O)OC)C)C)C)OC. Synergy scores: CSS=21.0, Synergy_ZIP=1.77, Synergy_Bliss=2.08, Synergy_Loewe=1.27, Synergy_HSA=5.87. (4) Drug 1: C1=CC=C(C(=C1)C(C2=CC=C(C=C2)Cl)C(Cl)Cl)Cl. Drug 2: CC1CCCC2(C(O2)CC(NC(=O)CC(C(C(=O)C(C1O)C)(C)C)O)C(=CC3=CSC(=N3)C)C)C. Cell line: OVCAR3. Synergy scores: CSS=51.2, Synergy_ZIP=4.84, Synergy_Bliss=2.05, Synergy_Loewe=-30.8, Synergy_HSA=-1.66. (5) Drug 1: C1=NC2=C(N1)C(=S)N=C(N2)N. Drug 2: CC1C(C(=O)NC(C(=O)N2CCCC2C(=O)N(CC(=O)N(C(C(=O)O1)C(C)C)C)C)C(C)C)NC(=O)C3=C4C(=C(C=C3)C)OC5=C(C(=O)C(=C(C5=N4)C(=O)NC6C(OC(=O)C(N(C(=O)CN(C(=O)C7CCCN7C(=O)C(NC6=O)C(C)C)C)C)C(C)C)C)N)C. Cell line: RPMI-8226. Synergy scores: CSS=34.6, Synergy_ZIP=20.5, Synergy_Bliss=16.2, Synergy_Loewe=15.0, Synergy_HSA=15.2. (6) Drug 1: C1CCC(CC1)NC(=O)N(CCCl)N=O. Drug 2: CC1=CC=C(C=C1)C2=CC(=NN2C3=CC=C(C=C3)S(=O)(=O)N)C(F)(F)F. Cell line: MCF7. Synergy scores: CSS=14.7, Synergy_ZIP=-5.23, Synergy_Bliss=-2.11, Synergy_Loewe=-3.56, Synergy_HSA=-2.73. (7) Drug 1: CC12CCC3C(C1CCC2O)C(CC4=C3C=CC(=C4)O)CCCCCCCCCS(=O)CCCC(C(F)(F)F)(F)F. Cell line: MALME-3M. Drug 2: CN(CC1=CN=C2C(=N1)C(=NC(=N2)N)N)C3=CC=C(C=C3)C(=O)NC(CCC(=O)O)C(=O)O. Synergy scores: CSS=2.69, Synergy_ZIP=2.32, Synergy_Bliss=6.19, Synergy_Loewe=-1.72, Synergy_HSA=0.901. (8) Synergy scores: CSS=14.8, Synergy_ZIP=-1.81, Synergy_Bliss=-4.71, Synergy_Loewe=-10.2, Synergy_HSA=-3.51. Cell line: OVCAR3. Drug 2: CC1=C(C(=CC=C1)Cl)NC(=O)C2=CN=C(S2)NC3=CC(=NC(=N3)C)N4CCN(CC4)CCO. Drug 1: CCCCCOC(=O)NC1=NC(=O)N(C=C1F)C2C(C(C(O2)C)O)O. (9) Cell line: SR. Drug 1: CS(=O)(=O)C1=CC(=C(C=C1)C(=O)NC2=CC(=C(C=C2)Cl)C3=CC=CC=N3)Cl. Synergy scores: CSS=25.1, Synergy_ZIP=1.99, Synergy_Bliss=7.36, Synergy_Loewe=7.99, Synergy_HSA=8.45. Drug 2: C1=NC2=C(N=C(N=C2N1C3C(C(C(O3)CO)O)O)F)N.